Dataset: NCI-60 drug combinations with 297,098 pairs across 59 cell lines. Task: Regression. Given two drug SMILES strings and cell line genomic features, predict the synergy score measuring deviation from expected non-interaction effect. (1) Drug 1: C1=CC(=CC=C1C#N)C(C2=CC=C(C=C2)C#N)N3C=NC=N3. Drug 2: COCCOC1=C(C=C2C(=C1)C(=NC=N2)NC3=CC=CC(=C3)C#C)OCCOC.Cl. Cell line: COLO 205. Synergy scores: CSS=-7.29, Synergy_ZIP=5.50, Synergy_Bliss=2.80, Synergy_Loewe=-7.25, Synergy_HSA=-6.81. (2) Drug 1: CC1=C(C(=CC=C1)Cl)NC(=O)C2=CN=C(S2)NC3=CC(=NC(=N3)C)N4CCN(CC4)CCO. Drug 2: C1CN(P(=O)(OC1)NCCCl)CCCl. Cell line: CCRF-CEM. Synergy scores: CSS=8.99, Synergy_ZIP=-2.71, Synergy_Bliss=-1.20, Synergy_Loewe=-19.6, Synergy_HSA=0.265.